From a dataset of NCI-60 drug combinations with 297,098 pairs across 59 cell lines. Regression. Given two drug SMILES strings and cell line genomic features, predict the synergy score measuring deviation from expected non-interaction effect. Drug 1: C1CN(P(=O)(OC1)NCCCl)CCCl. Drug 2: C(CN)CNCCSP(=O)(O)O. Cell line: OVCAR3. Synergy scores: CSS=-3.45, Synergy_ZIP=0.807, Synergy_Bliss=-4.20, Synergy_Loewe=-9.63, Synergy_HSA=-7.08.